Dataset: Reaction yield outcomes from USPTO patents with 853,638 reactions. Task: Predict the reaction yield, written as a fraction of the theoretical maximum amount of product (1.0 means a 100% yield; for example, 0.34 means a 34% yield). The reactants are [C:1]([O:5][C@@H:6]([C:12]1[C:13]([CH3:58])=[N:14][C:15]2[N:16]([N:50]=[C:51]([C:53]([O:55]CC)=[O:54])[CH:52]=2)[C:17]=1[N:18]1[CH2:23][CH2:22][C:21]([O:25][CH2:26][CH2:27][CH2:28][CH2:29][C@H:30]([O:32][Si:33]([C:46]([CH3:49])([CH3:48])[CH3:47])([C:40]2[CH:45]=[CH:44][CH:43]=[CH:42][CH:41]=2)[C:34]2[CH:39]=[CH:38][CH:37]=[CH:36][CH:35]=2)[CH3:31])([CH3:24])[CH2:20][CH2:19]1)[C:7]([O:9][CH2:10][CH3:11])=[O:8])([CH3:4])([CH3:3])[CH3:2].[OH-].[Na+]. The catalyst is C(O)C. The product is [C:1]([O:5][C@@H:6]([C:12]1[C:13]([CH3:58])=[N:14][C:15]2[N:16]([N:50]=[C:51]([C:53]([OH:55])=[O:54])[CH:52]=2)[C:17]=1[N:18]1[CH2:19][CH2:20][C:21]([O:25][CH2:26][CH2:27][CH2:28][CH2:29][C@H:30]([O:32][Si:33]([C:46]([CH3:48])([CH3:47])[CH3:49])([C:34]2[CH:35]=[CH:36][CH:37]=[CH:38][CH:39]=2)[C:40]2[CH:41]=[CH:42][CH:43]=[CH:44][CH:45]=2)[CH3:31])([CH3:24])[CH2:22][CH2:23]1)[C:7]([O:9][CH2:10][CH3:11])=[O:8])([CH3:2])([CH3:3])[CH3:4]. The yield is 0.970.